This data is from NCI-60 drug combinations with 297,098 pairs across 59 cell lines. The task is: Regression. Given two drug SMILES strings and cell line genomic features, predict the synergy score measuring deviation from expected non-interaction effect. (1) Drug 1: COC1=C(C=C2C(=C1)N=CN=C2NC3=CC(=C(C=C3)F)Cl)OCCCN4CCOCC4. Drug 2: B(C(CC(C)C)NC(=O)C(CC1=CC=CC=C1)NC(=O)C2=NC=CN=C2)(O)O. Cell line: NCI/ADR-RES. Synergy scores: CSS=22.7, Synergy_ZIP=-6.31, Synergy_Bliss=2.76, Synergy_Loewe=2.68, Synergy_HSA=2.42. (2) Drug 1: C1=NC2=C(N1)C(=S)N=C(N2)N. Drug 2: CC1=CC=C(C=C1)C2=CC(=NN2C3=CC=C(C=C3)S(=O)(=O)N)C(F)(F)F. Synergy scores: CSS=39.7, Synergy_ZIP=1.67, Synergy_Bliss=2.90, Synergy_Loewe=-6.11, Synergy_HSA=4.55. Cell line: NCI/ADR-RES.